This data is from CYP2D6 inhibition data for predicting drug metabolism from PubChem BioAssay. The task is: Regression/Classification. Given a drug SMILES string, predict its absorption, distribution, metabolism, or excretion properties. Task type varies by dataset: regression for continuous measurements (e.g., permeability, clearance, half-life) or binary classification for categorical outcomes (e.g., BBB penetration, CYP inhibition). Dataset: cyp2d6_veith. (1) The molecule is COC(=O)C1(C)C=C2C(=C(c3ccccc3)C(=O)C2C)CN1. The result is 0 (non-inhibitor). (2) The drug is COCCn1c(=O)c(CCc2ccccc2)nc2cnc(N3CCNCC3)nc21. The result is 0 (non-inhibitor). (3) The molecule is Cc1ccc(S(=O)(=O)NCC(=O)OC(C)C(=O)Nc2ncc(Cl)cc2Cl)cc1. The result is 0 (non-inhibitor). (4) The molecule is COC(=O)[C@H]1C[C@@H]1[C@H](NC(=O)OCc1ccccc1)c1ccccc1. The result is 0 (non-inhibitor). (5) The molecule is COc1ccc(CCN2CCC(Nc3nc4ccccc4n3Cc3ccc(F)cc3)CC2)cc1. The result is 1 (inhibitor). (6) The compound is COCCn1c(=O)c(-c2ccc(Cl)cc2)nc2cnc(Oc3ccccc3)nc21. The result is 0 (non-inhibitor).